This data is from Reaction yield outcomes from USPTO patents with 853,638 reactions. The task is: Predict the reaction yield, written as a fraction of the theoretical maximum amount of product (1.0 means a 100% yield; for example, 0.34 means a 34% yield). The reactants are [NH2:1][C:2]1[CH:17]=[CH:16][C:15]([Br:18])=[CH:14][C:3]=1[C:4]([NH:6][C:7]1[CH:12]=[CH:11][CH:10]=[CH:9][C:8]=1[Cl:13])=[O:5].[Cl:19][CH2:20][C:21](Cl)=O. The catalyst is C(O)(=O)C. The product is [Br:18][C:15]1[CH:14]=[C:3]2[C:2](=[CH:17][CH:16]=1)[N:1]=[C:21]([CH2:20][Cl:19])[N:6]([C:7]1[CH:12]=[CH:11][CH:10]=[CH:9][C:8]=1[Cl:13])[C:4]2=[O:5]. The yield is 0.830.